This data is from Peptide-MHC class II binding affinity with 134,281 pairs from IEDB. The task is: Regression. Given a peptide amino acid sequence and an MHC pseudo amino acid sequence, predict their binding affinity value. This is MHC class II binding data. (1) The peptide sequence is DHTNFKYNYSVIEGG. The MHC is DRB1_0301 with pseudo-sequence DRB1_0301. The binding affinity (normalized) is 0.224. (2) The peptide sequence is KYKIAGGIAGGLALL. The MHC is DRB1_0901 with pseudo-sequence DRB1_0901. The binding affinity (normalized) is 0.477.